This data is from Forward reaction prediction with 1.9M reactions from USPTO patents (1976-2016). The task is: Predict the product of the given reaction. (1) The product is: [NH2:7][C@@H:8]([CH2:18][C:19]1[C:27]2[C:22](=[CH:23][CH:24]=[C:25]([O:28][C:29]3[CH:30]=[CH:31][C:32]([N+:35]([O-:37])=[O:36])=[CH:33][CH:34]=3)[CH:26]=2)[NH:21][CH:20]=1)[C:9]([N:11]1[CH2:15][CH2:14][CH2:13][C@H:12]1[C:16]#[N:17])=[O:10]. Given the reactants C(OC(=O)[NH:7][C@@H:8]([CH2:18][C:19]1[C:27]2[C:22](=[CH:23][CH:24]=[C:25]([O:28][C:29]3[CH:34]=[CH:33][C:32]([N+:35]([O-:37])=[O:36])=[CH:31][CH:30]=3)[CH:26]=2)[NH:21][CH:20]=1)[C:9]([N:11]1[CH2:15][CH2:14][CH2:13][C@H:12]1[C:16]#[N:17])=[O:10])(C)(C)C, predict the reaction product. (2) Given the reactants C(N(CC1CC1)C1C=CC(OC2C=C(C=C(OC(C)C)C=2)C(N[C:16]2[CH:25]=[CH:24][C:19]([C:20]([O:22]C)=[O:21])=[CH:18][N:17]=2)=O)=CC=1)(=O)C.[OH-].[Na+].Cl, predict the reaction product. The product is: [C:20]([OH:22])(=[O:21])[C:19]1[CH:24]=[CH:25][CH:16]=[N:17][CH:18]=1. (3) Given the reactants C(OC([N:8]1[CH2:13][C@H:12]([O:14][CH2:15][C:16]2[CH:17]=[CH:18][C:19]3[O:24][CH2:23][CH2:22][N:21]([CH2:25][CH2:26][CH2:27][O:28][CH3:29])[C:20]=3[CH:30]=2)[C@@H:11]([C:31]2[CH:36]=[CH:35][C:34]([CH2:37][O:38][CH2:39][C@H:40]([O:42][CH2:43][CH3:44])[CH3:41])=[CH:33][CH:32]=2)[C@H:10]([CH2:45][NH2:46])[CH2:9]1)=O)(C)(C)C.[C:47](Cl)(=[O:49])[CH3:48], predict the reaction product. The product is: [CH2:43]([O:42][C@H:40]([CH3:41])[CH2:39][O:38][CH2:37][C:34]1[CH:35]=[CH:36][C:31]([C@@H:11]2[C@@H:12]([O:14][CH2:15][C:16]3[CH:17]=[CH:18][C:19]4[O:24][CH2:23][CH2:22][N:21]([CH2:25][CH2:26][CH2:27][O:28][CH3:29])[C:20]=4[CH:30]=3)[CH2:13][NH:8][CH2:9][C@H:10]2[CH2:45][NH:46][C:47](=[O:49])[CH3:48])=[CH:32][CH:33]=1)[CH3:44].